Task: Predict the reactants needed to synthesize the given product.. Dataset: Full USPTO retrosynthesis dataset with 1.9M reactions from patents (1976-2016) (1) Given the product [Cl:46][C:47]1[CH:52]=[CH:51][C:50]([N:53]2[CH2:54][CH2:55][N:56]([C:59]3[N:60]=[C:61]([N:69]4[CH2:73][CH2:72][CH2:71][C@H:70]4[CH2:74][NH:75][C:1](=[O:5])[CH2:2][CH3:3])[C:62]4[S:67](=[O:68])[CH2:66][CH2:65][C:63]=4[N:64]=3)[CH2:57][CH2:58]2)=[CH:49][CH:48]=1, predict the reactants needed to synthesize it. The reactants are: [C:1]([OH:5])(=O)[CH2:2][CH3:3].C(N(C(C)C)CC)(C)C.CN(C(ON1N=NC2C=CC=NC1=2)=[N+](C)C)C.F[P-](F)(F)(F)(F)F.FC(F)(F)C(O)=O.[Cl:46][C:47]1[CH:52]=[CH:51][C:50]([N:53]2[CH2:58][CH2:57][N:56]([C:59]3[N:60]=[C:61]([N:69]4[CH2:73][CH2:72][CH2:71][C@H:70]4[CH2:74][NH2:75])[C:62]4[S:67](=[O:68])[CH2:66][CH2:65][C:63]=4[N:64]=3)[CH2:55][CH2:54]2)=[CH:49][CH:48]=1. (2) Given the product [C:29]([O:21][CH2:20][C@@H:13]1[C@@H:14]([O:19][C:27](=[O:40])[CH3:28])[C@@:15]([C:17]#[CH:18])([OH:16])[C@H:11]([N:8]2[C:4]3[N:5]=[CH:6][N:7]=[C:2]([NH2:1])[C:3]=3[CH:10]=[CH:9]2)[O:12]1)(=[O:31])[CH3:30], predict the reactants needed to synthesize it. The reactants are: [NH2:1][C:2]1[C:3]2[CH:10]=[CH:9][N:8]([C@H:11]3[C@:15]([C:17]#[CH:18])([OH:16])[C@H:14]([OH:19])[C@@H:13]([CH2:20][OH:21])[O:12]3)[C:4]=2[N:5]=[CH:6][N:7]=1.CCN([CH2:27][CH3:28])CC.[C:29](OC(=O)C)(=[O:31])[CH3:30].CN(C=[O:40])C. (3) The reactants are: [CH3:1][S:2][C:3]1[N:8]=[C:7]([NH:9][CH2:10][C:11]2[CH:16]=[CH:15][C:14]([O:17][CH3:18])=[C:13]([Cl:19])[CH:12]=2)[C:6]([C:20]([O:22]CC)=[O:21])=[CH:5][N:4]=1.[OH-].[Na+].C(O)(=O)CC(CC(O)=O)(C(O)=O)O.O. Given the product [CH3:1][S:2][C:3]1[N:8]=[C:7]([NH:9][CH2:10][C:11]2[CH:16]=[CH:15][C:14]([O:17][CH3:18])=[C:13]([Cl:19])[CH:12]=2)[C:6]([C:20]([OH:22])=[O:21])=[CH:5][N:4]=1, predict the reactants needed to synthesize it.